Dataset: Forward reaction prediction with 1.9M reactions from USPTO patents (1976-2016). Task: Predict the product of the given reaction. Given the reactants [NH2:1][C:2]1[CH:3]=[C:4]([CH:19]=[CH:20][CH:21]=1)[C:5]([NH:7][CH2:8][C:9]1[C:18]2[C:13](=[CH:14][CH:15]=[CH:16][CH:17]=2)[CH:12]=[CH:11][CH:10]=1)=[O:6].[Br:22][C:23]1[CH:30]=[CH:29][CH:28]=[CH:27][C:24]=1[CH2:25]Br.C([O-])([O-])=O.[K+].[K+], predict the reaction product. The product is: [Br:22][C:23]1[CH:30]=[CH:29][CH:28]=[CH:27][C:24]=1[CH2:25][NH:1][C:2]1[CH:3]=[C:4]([CH:19]=[CH:20][CH:21]=1)[C:5]([NH:7][CH2:8][C:9]1[C:18]2[C:13](=[CH:14][CH:15]=[CH:16][CH:17]=2)[CH:12]=[CH:11][CH:10]=1)=[O:6].